This data is from Catalyst prediction with 721,799 reactions and 888 catalyst types from USPTO. The task is: Predict which catalyst facilitates the given reaction. (1) Reactant: [N:1]([CH2:4][C:5]1[N:10]=[C:9]([NH:11][C:12]([NH:14][C:15]2[N:16]=[C:17]([C:20]3[CH:25]=[CH:24][N:23]=[CH:22][CH:21]=3)[S:18][CH:19]=2)=[O:13])[CH:8]=[CH:7][CH:6]=1)=[N+]=[N-]. Product: [NH2:1][CH2:4][C:5]1[N:10]=[C:9]([NH:11][C:12]([NH:14][C:15]2[N:16]=[C:17]([C:20]3[CH:25]=[CH:24][N:23]=[CH:22][CH:21]=3)[S:18][CH:19]=2)=[O:13])[CH:8]=[CH:7][CH:6]=1. The catalyst class is: 320. (2) Reactant: ClC1C(Cl)=C(Cl)N=C(C(Cl)=O)C=1.[F-].[Cs+].C1OCCOCCOCCOCCOCCOC1.[CH3:33][CH:34]([OH:36])[CH3:35].C(N(CC)CC)C.[F:44][C:45]1[C:50]([F:51])=[C:49]([F:52])[N:48]=[C:47]([C:53](F)=[O:54])[CH:46]=1. Product: [F:44][C:45]1[C:50]([F:51])=[C:49]([F:52])[N:48]=[C:47]([C:53]([O:36][CH:34]([CH3:35])[CH3:33])=[O:54])[CH:46]=1. The catalyst class is: 10. (3) Reactant: [O:1]=[C:2]1[CH2:7][NH:6][CH2:5][CH2:4][N:3]1[CH2:8][C:9]1[CH:14]=[CH:13][C:12]([C:15]#[N:16])=[CH:11][CH:10]=1.[Cl:17][C:18]1[CH:28]=[CH:27][C:21]([O:22][CH2:23][C:24](Cl)=[O:25])=[CH:20][CH:19]=1.CN1CCOCC1. Product: [Cl:17][C:18]1[CH:28]=[CH:27][C:21]([O:22][CH2:23][C:24]([N:6]2[CH2:5][CH2:4][N:3]([CH2:8][C:9]3[CH:14]=[CH:13][C:12]([C:15]#[N:16])=[CH:11][CH:10]=3)[C:2](=[O:1])[CH2:7]2)=[O:25])=[CH:20][CH:19]=1. The catalyst class is: 23. (4) Reactant: [C:1]([O:5][C:6]([N:8]1[C@H:14]([C:15](O)=[O:16])[CH2:13][CH2:12][CH:11]2[CH:9]1[CH2:10]2)=[O:7])([CH3:4])([CH3:3])[CH3:2].CO. Product: [OH:16][CH2:15][C@@H:14]1[CH2:13][CH2:12][CH:11]2[CH:9]([CH2:10]2)[N:8]1[C:6]([O:5][C:1]([CH3:4])([CH3:3])[CH3:2])=[O:7]. The catalyst class is: 1.